Task: Predict the product of the given reaction.. Dataset: Forward reaction prediction with 1.9M reactions from USPTO patents (1976-2016) (1) Given the reactants [N:1]1([C:10]2[CH:15]=[CH:14][C:13]([NH:16][OH:17])=[CH:12][CH:11]=2)[C:9]2[CH:8]=[CH:7][N:6]=[CH:5][C:4]=2[N:3]=[CH:2]1.[Cl:18][C:19]1[CH:24]=[CH:23][C:22]([N:25]=[C:26]=[O:27])=[CH:21][C:20]=1[C:28]([F:31])([F:30])[F:29], predict the reaction product. The product is: [Cl:18][C:19]1[CH:24]=[CH:23][C:22]([NH:25][C:26]([N:16]([OH:17])[C:13]2[CH:12]=[CH:11][C:10]([N:1]3[C:9]4[CH:8]=[CH:7][N:6]=[CH:5][C:4]=4[N:3]=[CH:2]3)=[CH:15][CH:14]=2)=[O:27])=[CH:21][C:20]=1[C:28]([F:29])([F:30])[F:31]. (2) Given the reactants C1(P(C2C=CC=CC=2)C2C=CC=CC=2)C=CC=CC=1.O1CCCC1.Br[C:26]1[N:34]2[C:29]([CH:30]=[N:31][C:32]([NH:35][C:36]3[CH:41]=[CH:40][C:39]([N:42]4[CH2:47][CH2:46][O:45][CH2:44][CH2:43]4)=[CH:38][CH:37]=3)=[N:33]2)=[CH:28][CH:27]=1.[OH:48][C:49]1[N:54]=[CH:53][C:52](B(O)O)=[CH:51][CH:50]=1.C(=O)([O-])[O-].[Na+].[Na+].O.C(O)C.[Cl-].[Na+], predict the reaction product. The product is: [N:42]1([C:39]2[CH:40]=[CH:41][C:36]([NH:35][C:32]3[N:31]=[CH:30][C:29]4=[CH:28][CH:27]=[C:26]([C:52]5[CH:51]=[CH:50][C:49]([OH:48])=[N:54][CH:53]=5)[N:34]4[N:33]=3)=[CH:37][CH:38]=2)[CH2:47][CH2:46][O:45][CH2:44][CH2:43]1. (3) Given the reactants [H-].[Na+].[Br:3][C:4]1[C:12]2[C:7](=[N:8][CH:9]=[N:10][C:11]=2Cl)[NH:6][N:5]=1.C[Si](C)(C)C[CH2:17][O:18]CCl, predict the reaction product. The product is: [Br:3][C:4]1[C:12]2[C:7](=[N:8][CH:9]=[N:10][C:11]=2[O:18][CH3:17])[NH:6][N:5]=1. (4) Given the reactants [CH3:1][C:2]1[C:7]([O:8][C:9]2[CH:14]=[CH:13][N:12]=[C:11]([C:15]3[CH:16]=[N:17][N:18]([CH3:20])[CH:19]=3)[CH:10]=2)=[CH:6][N:5]=[C:4](N)[CH:3]=1.C(ON=O)(C)(C)C.[Br:29]CBr, predict the reaction product. The product is: [Br:29][C:4]1[CH:3]=[C:2]([CH3:1])[C:7]([O:8][C:9]2[CH:14]=[CH:13][N:12]=[C:11]([C:15]3[CH:16]=[N:17][N:18]([CH3:20])[CH:19]=3)[CH:10]=2)=[CH:6][N:5]=1. (5) Given the reactants [CH3:1][Si:2]([CH3:23])([CH3:22])[CH2:3][CH2:4][O:5][CH2:6][N:7]1[CH:11]=[CH:10][C:9]([NH:12][C:13]2[N:18]=[C:17]([C:19](O)=[O:20])[CH:16]=[N:15][CH:14]=2)=[N:8]1.CN(C)C=O.[BH4-].[Na+], predict the reaction product. The product is: [CH3:1][Si:2]([CH3:23])([CH3:22])[CH2:3][CH2:4][O:5][CH2:6][N:7]1[CH:11]=[CH:10][C:9]([NH:12][C:13]2[N:18]=[C:17]([CH2:19][OH:20])[CH:16]=[N:15][CH:14]=2)=[N:8]1. (6) Given the reactants [NH:1]1[CH:5]=[C:4]([C:6]2[CH:22]=[CH:21][C:9]3[C:10]4[N:11]=[C:12]([C:18](O)=[O:19])[S:13][C:14]=4[CH2:15][CH2:16][O:17][C:8]=3[CH:7]=2)[CH:3]=[N:2]1.[N:23]1([CH2:29][CH2:30][OH:31])[CH2:28][CH2:27][NH:26][CH2:25][CH2:24]1, predict the reaction product. The product is: [OH:31][CH2:30][CH2:29][N:23]1[CH2:28][CH2:27][N:26]([C:18]([C:12]2[S:13][C:14]3[CH2:15][CH2:16][O:17][C:8]4[CH:7]=[C:6]([C:4]5[CH:3]=[N:2][NH:1][CH:5]=5)[CH:22]=[CH:21][C:9]=4[C:10]=3[N:11]=2)=[O:19])[CH2:25][CH2:24]1. (7) Given the reactants CN(C(ON1N=NC2C=CC=CC1=2)=[N+](C)C)C.F[P-](F)(F)(F)(F)F.[Cl:25][C:26]1[C:27]([CH2:55][N:56]2[CH2:61][CH2:60][NH:59][CH2:58][CH2:57]2)=[C:28]([C:51]([F:54])([F:53])[F:52])[CH:29]=[C:30]2[C:35]=1[NH:34][C:33](=[O:36])[N:32]([CH2:37][C:38]1[CH:43]=[C:42]([Cl:44])[CH:41]=[CH:40][C:39]=1[S:45]([CH2:48][CH3:49])(=[O:47])=[O:46])[C:31]2=[O:50].C(OC([NH:69][CH2:70][C:71](O)=[O:72])=O)(C)(C)C.CCN(C(C)C)C(C)C, predict the reaction product. The product is: [NH2:69][CH2:70][C:71]([N:59]1[CH2:58][CH2:57][N:56]([CH2:55][C:27]2[C:26]([Cl:25])=[C:35]3[C:30]([C:31](=[O:50])[N:32]([CH2:37][C:38]4[CH:43]=[C:42]([Cl:44])[CH:41]=[CH:40][C:39]=4[S:45]([CH2:48][CH3:49])(=[O:47])=[O:46])[C:33](=[O:36])[NH:34]3)=[CH:29][C:28]=2[C:51]([F:54])([F:52])[F:53])[CH2:61][CH2:60]1)=[O:72]. (8) Given the reactants [Br:1][C:2]1[CH:3]=[CH:4][C:5]([O:10][CH2:11][C:12]2[CH:17]=[CH:16][CH:15]=[CH:14][CH:13]=2)=[C:6]([CH2:8]O)[CH:7]=1.P(Br)(Br)[Br:19].C(=O)([O-])O.[Na+], predict the reaction product. The product is: [C:12]1([CH2:11][O:10][C:5]2[CH:4]=[CH:3][C:2]([Br:1])=[CH:7][C:6]=2[CH2:8][Br:19])[CH:17]=[CH:16][CH:15]=[CH:14][CH:13]=1.